Dataset: Full USPTO retrosynthesis dataset with 1.9M reactions from patents (1976-2016). Task: Predict the reactants needed to synthesize the given product. (1) Given the product [O:32]=[C:13]1[C:14]2([CH2:21][CH2:20][CH2:19][N:18]([C:22]3[CH:27]=[CH:26][C:25]([C:28]([F:30])([F:31])[F:29])=[CH:24][N:23]=3)[CH2:17]2)[CH2:15][CH2:16][N:12]1[CH:9]1[CH2:10][CH2:11][N:6]([C:2]([O:4][CH3:5])=[O:3])[CH2:7][CH2:8]1, predict the reactants needed to synthesize it. The reactants are: Cl[C:2]([O:4][CH3:5])=[O:3].[NH:6]1[CH2:11][CH2:10][CH:9]([N:12]2[CH2:16][CH2:15][C:14]3([CH2:21][CH2:20][CH2:19][N:18]([C:22]4[CH:27]=[CH:26][C:25]([C:28]([F:31])([F:30])[F:29])=[CH:24][N:23]=4)[CH2:17]3)[C:13]2=[O:32])[CH2:8][CH2:7]1.C(N(CC)C(C)C)(C)C.C(Cl)Cl. (2) The reactants are: [Cl:1][C:2]1[CH:7]=[C:6]([C:8]([F:11])([F:10])[F:9])[CH:5]=[CH:4][C:3]=1[C:12]1[CH:17]=[CH:16][N:15]=[C:14]([NH:18][CH:19]([CH:22]2[CH2:24][CH2:23]2)[CH2:20][CH3:21])[C:13]=1[N+:25]([O-])=O.[O-]S(S([O-])=O)=O.[Na+].[Na+]. Given the product [Cl:1][C:2]1[CH:7]=[C:6]([C:8]([F:9])([F:11])[F:10])[CH:5]=[CH:4][C:3]=1[C:12]1[CH:17]=[CH:16][N:15]=[C:14]([NH:18][CH:19]([CH:22]2[CH2:24][CH2:23]2)[CH2:20][CH3:21])[C:13]=1[NH2:25], predict the reactants needed to synthesize it. (3) Given the product [Br:1][C:2]1[CH:3]=[C:4]([F:11])[C:5]([C:8]2[CH2:12][CH:13]([CH2:14][OH:15])[O:10][N:9]=2)=[N:6][CH:7]=1, predict the reactants needed to synthesize it. The reactants are: [Br:1][C:2]1[CH:3]=[C:4]([F:11])[C:5]([CH:8]=[N:9][OH:10])=[N:6][CH:7]=1.[CH2:12]1C(=O)N(Cl)[C:14](=[O:15])[CH2:13]1.C(O)C=C.CCN(CC)CC. (4) Given the product [C:19]([O:23][C:24]([C:25]1[CH:30]=[CH:29][C:28]([N:14]2[CH2:15][CH2:16][C:11]([NH:10][C:9]([O:8][CH2:1][C:2]3[CH:7]=[CH:6][CH:5]=[CH:4][CH:3]=3)=[O:18])([CH3:17])[CH2:12][CH2:13]2)=[N:27][CH:26]=1)=[O:32])([CH3:22])([CH3:20])[CH3:21], predict the reactants needed to synthesize it. The reactants are: [CH2:1]([O:8][C:9](=[O:18])[NH:10][C:11]1([CH3:17])[CH2:16][CH2:15][NH:14][CH2:13][CH2:12]1)[C:2]1[CH:7]=[CH:6][CH:5]=[CH:4][CH:3]=1.[C:19]([O:23][C:24](=[O:32])[C:25]1[CH:30]=[CH:29][C:28](F)=[N:27][CH:26]=1)([CH3:22])([CH3:21])[CH3:20]. (5) Given the product [CH3:27][C:28]1[N:29]=[C:30]([N:38]2[CH2:42][CH2:41][N:40]([CH2:14][C:15]3[C:16]([CH3:26])=[N:17][O:18][C:19]=3[C:20]3[CH:25]=[CH:24][CH:23]=[CH:22][CH:21]=3)[C:39]2=[O:43])[S:31][C:32]=1[C:33]([O:35][CH2:36][CH3:37])=[O:34], predict the reactants needed to synthesize it. The reactants are: FC(F)(F)C1C=CC(CBr)=CC=1.Br[CH2:14][C:15]1[C:16]([CH3:26])=[N:17][O:18][C:19]=1[C:20]1[CH:25]=[CH:24][CH:23]=[CH:22][CH:21]=1.[CH3:27][C:28]1[N:29]=[C:30]([N:38]2[CH2:42][CH2:41][NH:40][C:39]2=[O:43])[S:31][C:32]=1[C:33]([O:35][CH2:36][CH3:37])=[O:34]. (6) Given the product [CH2:53]([O:52][C:50]([C:45]1([NH:44][C:43]([CH:16]2[CH2:17][CH:18]([O:20][C:21]3[C:30]4[C:25](=[C:26]([CH3:33])[C:27]([O:31][CH3:32])=[CH:28][CH:29]=4)[N:24]=[C:23]([C:34]4[CH:39]=[CH:38][CH:37]=[C:36]([CH:40]([CH3:42])[CH3:41])[N:35]=4)[CH:22]=3)[CH2:19][CH:15]2[C:13]([OH:14])=[O:12])=[O:55])[CH2:47][CH:46]1[CH:48]=[CH2:49])=[O:51])[CH3:54], predict the reactants needed to synthesize it. The reactants are: C(O)(C(F)(F)F)=O.C([O:12][C:13]([CH:15]1[CH2:19][CH:18]([O:20][C:21]2[C:30]3[C:25](=[C:26]([CH3:33])[C:27]([O:31][CH3:32])=[CH:28][CH:29]=3)[N:24]=[C:23]([C:34]3[CH:39]=[CH:38][CH:37]=[C:36]([CH:40]([CH3:42])[CH3:41])[N:35]=3)[CH:22]=2)[CH2:17][CH:16]1[C:43](=[O:55])[NH:44][C:45]1([C:50]([O:52][CH2:53][CH3:54])=[O:51])[CH2:47][CH:46]1[CH:48]=[CH2:49])=[O:14])(C)(C)C.C([SiH](CC)CC)C. (7) Given the product [CH3:33][S:34]([O:1][CH2:2][CH2:3][C@H:4]1[CH2:15][CH2:14][C:13]2[S:12][C:11]3[N:10]=[CH:9][N:8]=[C:7]([O:16][CH:17]4[CH2:18][CH2:19][CH:20]([N:23]([CH3:32])[CH2:24][C:25](=[O:26])[N:27]5[CH2:28][CH2:29][CH2:30][CH2:31]5)[CH2:21][CH2:22]4)[C:6]=3[C:5]1=2)(=[O:36])=[O:35], predict the reactants needed to synthesize it. The reactants are: [OH:1][CH2:2][CH2:3][C@H:4]1[CH2:15][CH2:14][C:13]2[S:12][C:11]3[N:10]=[CH:9][N:8]=[C:7]([O:16][CH:17]4[CH2:22][CH2:21][CH:20]([N:23]([CH3:32])[CH2:24][C:25]([N:27]5[CH2:31][CH2:30][CH2:29][CH2:28]5)=[O:26])[CH2:19][CH2:18]4)[C:6]=3[C:5]1=2.[CH3:33][S:34](Cl)(=[O:36])=[O:35].C(N(CC)CC)C.